This data is from Full USPTO retrosynthesis dataset with 1.9M reactions from patents (1976-2016). The task is: Predict the reactants needed to synthesize the given product. Given the product [N:1]([CH2:4][CH2:5][N:6]1[C:10]2[CH:11]=[CH:12][C:13]([C:15]([N:44]3[CH:37]4[CH2:43][CH2:42][CH:41]3[CH2:40][CH:39]([OH:45])[CH2:38]4)=[O:17])=[CH:14][C:9]=2[N:8]=[CH:7]1)=[N+:2]=[N-:3], predict the reactants needed to synthesize it. The reactants are: [N:1]([CH2:4][CH2:5][N:6]1[C:10]2[CH:11]=[CH:12][C:13]([C:15]([OH:17])=O)=[CH:14][C:9]=2[N:8]=[CH:7]1)=[N+:2]=[N-:3].C1C=CC2N(O)N=NC=2C=1.CCN(C(C)C)C(C)C.[CH:37]12[NH:44][CH:41]([CH2:42][CH2:43]1)[CH2:40][CH:39]([OH:45])[CH2:38]2.CCN=C=NCCCN(C)C.Cl.